This data is from Full USPTO retrosynthesis dataset with 1.9M reactions from patents (1976-2016). The task is: Predict the reactants needed to synthesize the given product. (1) Given the product [CH2:1]([NH:8][C:9]([C:11]1[CH:15]=[CH:14][S:13][C:12]=1[NH:16][C:17](=[O:23])[CH2:25][CH2:26][CH3:27])=[O:10])[C:2]1[CH:3]=[CH:4][CH:5]=[CH:6][CH:7]=1, predict the reactants needed to synthesize it. The reactants are: [CH2:1]([NH:8][C:9]([C:11]1[CH:15]=[CH:14][S:13][C:12]=1[NH:16][C:17](=[O:23])OC(C)(C)C)=[O:10])[C:2]1[CH:7]=[CH:6][CH:5]=[CH:4][CH:3]=1.Cl.[C:25](Cl)(=O)[CH2:26][CH2:27]C. (2) Given the product [F:1][C:2]1[C:3]([C:8]2[N:12]([CH2:20][C:21]3[C:30]([CH2:31][CH2:32][CH3:33])=[C:29]4[C:24]([CH:25]=[CH:26][C:27]([CH3:34])=[N:28]4)=[CH:23][N:22]=3)[CH:11]=[CH:10][N:9]=2)=[N:4][CH:5]=[CH:6][CH:7]=1, predict the reactants needed to synthesize it. The reactants are: [F:1][C:2]1[C:3]([C:8]2[NH:9][CH:10]=[CH:11][N:12]=2)=[N:4][CH:5]=[CH:6][CH:7]=1.C(=O)([O-])[O-].[K+].[K+].Br[CH2:20][C:21]1[C:30]([CH2:31][CH2:32][CH3:33])=[C:29]2[C:24]([CH:25]=[CH:26][C:27]([CH3:34])=[N:28]2)=[CH:23][N:22]=1.CCOC(C)=O. (3) The reactants are: [CH3:1][C:2]([OH:11])([CH3:10])[CH2:3][N:4]1[CH2:9][CH2:8][CH2:7][CH2:6][CH2:5]1.[H-].[Na+].F[C:15]1[CH:20]=[CH:19][C:18]([N+:21]([O-:23])=[O:22])=[CH:17][CH:16]=1. Given the product [CH3:10][C:2]([O:11][C:15]1[CH:20]=[CH:19][C:18]([N+:21]([O-:23])=[O:22])=[CH:17][CH:16]=1)([CH3:1])[CH2:3][N:4]1[CH2:9][CH2:8][CH2:7][CH2:6][CH2:5]1, predict the reactants needed to synthesize it. (4) Given the product [Br:14][C:5]1[O:1][C:2]([C:6]2[CH:11]=[CH:10][N:9]=[C:8]([O:12][CH3:13])[N:7]=2)=[CH:3][CH:4]=1, predict the reactants needed to synthesize it. The reactants are: [O:1]1[CH:5]=[CH:4][CH:3]=[C:2]1[C:6]1[CH:11]=[CH:10][N:9]=[C:8]([O:12][CH3:13])[N:7]=1.[Br:14]N1C(=O)CCC1=O. (5) Given the product [ClH:26].[CH2:12]([NH:11][C:9]1[N:10]=[C:5]([NH:4][CH2:1][CH2:2][CH3:3])[N:6]=[C:7]([N:15]([CH2:18][C:19]2[CH:24]=[CH:23][C:22]([F:25])=[CH:21][CH:20]=2)[O:16][CH3:17])[N:8]=1)[CH2:13][CH3:14], predict the reactants needed to synthesize it. The reactants are: [CH2:1]([NH:4][C:5]1[N:10]=[C:9]([NH:11][CH2:12][CH2:13][CH3:14])[N:8]=[C:7]([N:15]([CH2:18][C:19]2[CH:24]=[CH:23][C:22]([F:25])=[CH:21][CH:20]=2)[O:16][CH3:17])[N:6]=1)[CH2:2][CH3:3].[ClH:26].C(OCC)C. (6) The reactants are: [CH2:1]([O:8][C@H:9]1[C@@:13]([CH2:39]OS(C2C=CC(C)=CC=2)(=O)=O)([CH2:14][O:15][C:16]([C:33]2[CH:38]=[CH:37][CH:36]=[CH:35][CH:34]=2)([C:25]2[CH:30]=[CH:29][C:28]([O:31][CH3:32])=[CH:27][CH:26]=2)[C:17]2[CH:22]=[CH:21][C:20]([O:23][CH3:24])=[CH:19][CH:18]=2)[O:12][C@@H:11]([N:51]2[CH:59]=[C:57]([CH3:58])[C:55](=[O:56])[NH:54][C:52]2=[O:53])[C@@H:10]1[OH:60])[C:2]1[CH:7]=[CH:6][CH:5]=[CH:4][CH:3]=1.[H-].[Na+].C(=O)([O-])O.[Na+].ClCCl. Given the product [CH2:1]([O:8][C@@H:9]1[C@H:10]2[O:60][CH2:39][C@:13]1([CH2:14][O:15][C:16]([C:33]1[CH:34]=[CH:35][CH:36]=[CH:37][CH:38]=1)([C:17]1[CH:22]=[CH:21][C:20]([O:23][CH3:24])=[CH:19][CH:18]=1)[C:25]1[CH:26]=[CH:27][C:28]([O:31][CH3:32])=[CH:29][CH:30]=1)[O:12][C@H:11]2[N:51]1[CH:59]=[C:57]([CH3:58])[C:55](=[O:56])[NH:54][C:52]1=[O:53])[C:2]1[CH:7]=[CH:6][CH:5]=[CH:4][CH:3]=1, predict the reactants needed to synthesize it. (7) Given the product [CH2:1]([CH:3]1[NH:4][C:5](=[O:22])[N:6]([CH:9]2[CH2:14][CH2:13][NH:12][CH2:11][CH2:10]2)[C:7]1=[O:8])[CH3:2], predict the reactants needed to synthesize it. The reactants are: [CH2:1]([CH:3]1[C:7](=[O:8])[N:6]([CH:9]2[CH2:14][CH2:13][N:12](C(OC(C)(C)C)=O)[CH2:11][CH2:10]2)[C:5](=[O:22])[NH:4]1)[CH3:2].Cl.C(OCC)C. (8) Given the product [CH3:27][N:28]1[CH2:34][CH2:33][CH2:32][N:31]([C:22]([C:21]2[CH:25]=[CH:26][C:18]([C:15]3[N:16]=[CH:17][C:12]4[N:13]([C:9]([C:6]5[CH:5]=[CH:4][C:3]([C:1]#[N:2])=[CH:8][CH:7]=5)=[CH:10][N:11]=4)[CH:14]=3)=[CH:19][CH:20]=2)=[O:23])[CH2:30][CH2:29]1, predict the reactants needed to synthesize it. The reactants are: [C:1]([C:3]1[CH:8]=[CH:7][C:6]([C:9]2[N:13]3[CH:14]=[C:15]([C:18]4[CH:26]=[CH:25][C:21]([C:22](O)=[O:23])=[CH:20][CH:19]=4)[N:16]=[CH:17][C:12]3=[N:11][CH:10]=2)=[CH:5][CH:4]=1)#[N:2].[CH3:27][N:28]1[CH2:34][CH2:33][CH2:32][NH:31][CH2:30][CH2:29]1. (9) Given the product [CH2:23]([O:22][C:19]1[CH:20]=[CH:21][C:16]([S:14]([CH:4]([C:3](=[O:27])[NH:2][OH:1])[CH2:5][CH2:6][CH2:7][CH2:8][NH:9][C:10]([C:11]2[CH:29]=[N:28][C:37]3[C:32]([CH:31]=2)=[CH:33][CH:34]=[CH:35][CH:36]=3)=[O:12])=[O:15])=[CH:17][CH:18]=1)[C:24]#[C:25][CH3:26], predict the reactants needed to synthesize it. The reactants are: [OH:1][NH:2][C:3](=[O:27])[CH:4]([S:14]([C:16]1[CH:21]=[CH:20][C:19]([O:22][CH2:23][C:24]#[C:25][CH3:26])=[CH:18][CH:17]=1)=[O:15])[CH2:5][CH2:6][CH2:7][CH2:8][N:9](N)[C:10](=[O:12])[CH3:11].[N:28]1[C:37]2[C:32](=[CH:33][CH:34]=[CH:35][CH:36]=2)[CH:31]=C(C(O)=O)[CH:29]=1.